From a dataset of NCI-60 drug combinations with 297,098 pairs across 59 cell lines. Regression. Given two drug SMILES strings and cell line genomic features, predict the synergy score measuring deviation from expected non-interaction effect. (1) Drug 1: COC1=NC(=NC2=C1N=CN2C3C(C(C(O3)CO)O)O)N. Drug 2: COC1=C2C(=CC3=C1OC=C3)C=CC(=O)O2. Cell line: UACC62. Synergy scores: CSS=-0.718, Synergy_ZIP=1.60, Synergy_Bliss=2.08, Synergy_Loewe=-0.320, Synergy_HSA=-0.507. (2) Synergy scores: CSS=16.5, Synergy_ZIP=-3.72, Synergy_Bliss=-10.4, Synergy_Loewe=-22.2, Synergy_HSA=-11.2. Drug 2: C1=NC2=C(N=C(N=C2N1C3C(C(C(O3)CO)O)F)Cl)N. Drug 1: CC1C(C(CC(O1)OC2CC(CC3=C2C(=C4C(=C3O)C(=O)C5=C(C4=O)C(=CC=C5)OC)O)(C(=O)C)O)N)O.Cl. Cell line: NCI/ADR-RES. (3) Drug 1: CC(CN1CC(=O)NC(=O)C1)N2CC(=O)NC(=O)C2. Drug 2: CC1=C2C(C(=O)C3(C(CC4C(C3C(C(C2(C)C)(CC1OC(=O)C(C(C5=CC=CC=C5)NC(=O)OC(C)(C)C)O)O)OC(=O)C6=CC=CC=C6)(CO4)OC(=O)C)O)C)O. Cell line: UACC62. Synergy scores: CSS=30.3, Synergy_ZIP=-4.45, Synergy_Bliss=1.08, Synergy_Loewe=-1.03, Synergy_HSA=3.24. (4) Drug 1: CCCCCOC(=O)NC1=NC(=O)N(C=C1F)C2C(C(C(O2)C)O)O. Drug 2: C1=CC=C(C(=C1)C(C2=CC=C(C=C2)Cl)C(Cl)Cl)Cl. Cell line: HCT116. Synergy scores: CSS=-0.269, Synergy_ZIP=-0.0151, Synergy_Bliss=-2.22, Synergy_Loewe=-0.993, Synergy_HSA=-3.55. (5) Drug 1: CC1=CC=C(C=C1)C2=CC(=NN2C3=CC=C(C=C3)S(=O)(=O)N)C(F)(F)F. Cell line: CAKI-1. Synergy scores: CSS=4.88, Synergy_ZIP=-0.837, Synergy_Bliss=3.14, Synergy_Loewe=-2.74, Synergy_HSA=-1.15. Drug 2: CS(=O)(=O)OCCCCOS(=O)(=O)C.